This data is from Peptide-MHC class I binding affinity with 185,985 pairs from IEDB/IMGT. The task is: Regression. Given a peptide amino acid sequence and an MHC pseudo amino acid sequence, predict their binding affinity value. This is MHC class I binding data. (1) The peptide sequence is DMCDIYLLY. The MHC is HLA-A24:02 with pseudo-sequence HLA-A24:02. The binding affinity (normalized) is 0.242. (2) The binding affinity (normalized) is 0.459. The MHC is HLA-A02:06 with pseudo-sequence HLA-A02:06. The peptide sequence is QLFKYVPSA. (3) The MHC is HLA-B07:02 with pseudo-sequence HLA-B07:02. The peptide sequence is LPFLKSLAI. The binding affinity (normalized) is 0.763. (4) The MHC is HLA-B07:02 with pseudo-sequence HLA-B07:02. The binding affinity (normalized) is 0. The peptide sequence is QYPTAWQSV. (5) The peptide sequence is SDYLEEDTI. The MHC is Mamu-B01 with pseudo-sequence Mamu-B01. The binding affinity (normalized) is 1.00. (6) The peptide sequence is RYSIFFDY. The MHC is HLA-A33:01 with pseudo-sequence HLA-A33:01. The binding affinity (normalized) is 0.